From a dataset of Reaction yield outcomes from USPTO patents with 853,638 reactions. Predict the reaction yield, written as a fraction of the theoretical maximum amount of product (1.0 means a 100% yield; for example, 0.34 means a 34% yield). The product is [CH3:1][O:2][C:3]1[CH:4]=[C:5]2[C:10](=[CH:11][C:12]=1[O:13][CH3:14])[N:9]=[CH:8][CH:7]=[C:6]2[O:15][C:16]1[C:22]([CH3:23])=[CH:21][C:19]([NH:20][C:29](=[O:35])[O:28][CH2:26][CH2:38][CH2:37][N:39]([CH2:44][CH3:45])[CH2:40][CH3:41])=[C:18]([CH3:24])[CH:17]=1. The reactants are [CH3:1][O:2][C:3]1[CH:4]=[C:5]2[C:10](=[CH:11][C:12]=1[O:13][CH3:14])[N:9]=[CH:8][CH:7]=[C:6]2[O:15][C:16]1[C:22]([CH3:23])=[CH:21][C:19]([NH2:20])=[C:18]([CH3:24])[CH:17]=1.Cl[C:26](Cl)([O:28][C:29](=[O:35])OC(Cl)(Cl)Cl)Cl.[CH2:37]([N:39]([CH2:44][CH3:45])[CH2:40][CH2:41]CO)[CH3:38].C(=O)(O)[O-].[Na+]. The yield is 0.610. The catalyst is C(Cl)Cl.C(N(CC)CC)C.C1(C)C=CC=CC=1.